Dataset: Full USPTO retrosynthesis dataset with 1.9M reactions from patents (1976-2016). Task: Predict the reactants needed to synthesize the given product. Given the product [C:1]([C@@H:3]1[CH2:7][C@H:6]([F:22])[CH2:5][N:4]1[C:9]([O:11][C:12]([CH3:15])([CH3:14])[CH3:13])=[O:10])#[N:2], predict the reactants needed to synthesize it. The reactants are: [C:1]([C@@H:3]1[CH2:7][C@@H:6](O)[CH2:5][N:4]1[C:9]([O:11][C:12]([CH3:15])([CH3:14])[CH3:13])=[O:10])#[N:2].C(N(S(F)(F)[F:22])CC)C.C(=O)([O-])[O-].[Na+].[Na+].